This data is from Peptide-MHC class II binding affinity with 134,281 pairs from IEDB. The task is: Regression. Given a peptide amino acid sequence and an MHC pseudo amino acid sequence, predict their binding affinity value. This is MHC class II binding data. The peptide sequence is SQDLEWSWNLNGLQAY. The binding affinity (normalized) is 0.339. The MHC is DRB1_0802 with pseudo-sequence DRB1_0802.